Dataset: Forward reaction prediction with 1.9M reactions from USPTO patents (1976-2016). Task: Predict the product of the given reaction. (1) Given the reactants N[C:2]1[C:10]2[C:5](=[N:6][CH:7]=[CH:8][C:9]=2[C:11]2[CH:16]=[CH:15][C:14]([NH:17][C:18]([NH:20][C:21]3[CH:26]=[CH:25][CH:24]=[C:23]([C:27]([F:30])([F:29])[F:28])[CH:22]=3)=[O:19])=[CH:13][CH:12]=2)[N:4]([CH3:31])[N:3]=1.S(=O)(=O)(O)O.N([O-])=O.[Na+], predict the reaction product. The product is: [CH3:31][N:4]1[C:5]2=[N:6][CH:7]=[CH:8][C:9]([C:11]3[CH:16]=[CH:15][C:14]([NH:17][C:18]([NH:20][C:21]4[CH:26]=[CH:25][CH:24]=[C:23]([C:27]([F:30])([F:28])[F:29])[CH:22]=4)=[O:19])=[CH:13][CH:12]=3)=[C:10]2[CH:2]=[N:3]1. (2) Given the reactants [OH:1][C:2]1[CH:12]=[CH:11][C:5]([C:6]([O:8][CH2:9][CH3:10])=[O:7])=[CH:4][CH:3]=1.C([O-])([O-])=O.[K+].[K+].Cl.Cl[CH2:21][C:22]1[CH:27]=[CH:26][CH:25]=[CH:24][N:23]=1.C([O-])(O)=O.[Na+], predict the reaction product. The product is: [N:23]1[CH:24]=[CH:25][CH:26]=[CH:27][C:22]=1[CH2:21][O:1][C:2]1[CH:3]=[CH:4][C:5]([C:6]([O:8][CH2:9][CH3:10])=[O:7])=[CH:11][CH:12]=1. (3) The product is: [C:1]([O:5][C:6]([N:8]1[CH2:9][CH2:10][C:11]([CH2:14][CH2:15][C:16]([F:19])([F:18])[CH3:17])([OH:20])[CH2:12][CH2:13]1)=[O:7])([CH3:4])([CH3:2])[CH3:3]. Given the reactants [C:1]([O:5][C:6]([N:8]1[CH2:13][CH2:12][C:11]([O:20]C(=O)C)([CH2:14][CH2:15][C:16]([F:19])([F:18])[CH3:17])[CH2:10][CH2:9]1)=[O:7])([CH3:4])([CH3:3])[CH3:2].[OH-].[Na+].Cl, predict the reaction product. (4) Given the reactants [CH2:1]([S:3][C:4]1[CH:12]=[C:11]2[C:7]([CH:8]=[CH:9][NH:10]2)=[CH:6][CH:5]=1)[CH3:2].[CH3:13][N:14](C=O)C, predict the reaction product. The product is: [CH2:1]([S:3][C:4]1[CH:12]=[C:11]2[C:7]([C:8]([C:13]#[N:14])=[CH:9][NH:10]2)=[CH:6][CH:5]=1)[CH3:2]. (5) Given the reactants [CH3:1][S:2]([C:5]1[CH:6]=[CH:7][C:8](=[O:11])[NH:9][CH:10]=1)(=[O:4])=[O:3].C([O-])(=O)C.[Na+].[Br:17]Br, predict the reaction product. The product is: [Br:17][C:7]1[C:8](=[O:11])[NH:9][CH:10]=[C:5]([S:2]([CH3:1])(=[O:4])=[O:3])[CH:6]=1. (6) Given the reactants [NH2:1][C:2]1[CH:7]=[C:6]([O:8][C:9]2[CH:10]=[CH:11][C:12]([NH:15][C:16]([C:18]3[C:19](=[O:31])[N:20]([C:25]4[CH:30]=[CH:29][CH:28]=[CH:27][CH:26]=4)[N:21]([CH3:24])[C:22]=3[CH3:23])=[O:17])=[N:13][CH:14]=2)[CH:5]=[CH:4][N:3]=1.N1C=CC=CC=1.[C:38]1([O:44][C:45](Cl)=[O:46])[CH:43]=[CH:42][CH:41]=[CH:40][CH:39]=1, predict the reaction product. The product is: [CH3:24][N:21]1[C:22]([CH3:23])=[C:18]([C:16]([NH:15][C:12]2[N:13]=[CH:14][C:9]([O:8][C:6]3[CH:5]=[CH:4][N:3]=[C:2]([NH:1][C:45](=[O:46])[O:44][C:38]4[CH:43]=[CH:42][CH:41]=[CH:40][CH:39]=4)[CH:7]=3)=[CH:10][CH:11]=2)=[O:17])[C:19](=[O:31])[N:20]1[C:25]1[CH:26]=[CH:27][CH:28]=[CH:29][CH:30]=1.